This data is from Forward reaction prediction with 1.9M reactions from USPTO patents (1976-2016). The task is: Predict the product of the given reaction. (1) Given the reactants [C:1]([C@:4]([NH:14][C:15](=[O:24])[O:16][CH2:17][C:18]1[CH:23]=[CH:22][N:21]=[CH:20][CH:19]=1)([CH3:13])[CH2:5][C:6]1[CH:11]=[CH:10][C:9]([OH:12])=[CH:8][CH:7]=1)([OH:3])=O.CN(C(ON1N=NC2C=CC=CC1=2)=[N+](C)C)C.[B-](F)(F)(F)F.CCN(C(C)C)C(C)C.[CH3:56][CH:57]([CH3:61])[CH2:58][CH2:59][NH2:60], predict the reaction product. The product is: [CH2:59]([NH:60][C:1]([C@:4]([NH:14][C:15](=[O:24])[O:16][CH2:17][C:18]1[CH:23]=[CH:22][N:21]=[CH:20][CH:19]=1)([CH3:13])[CH2:5][C:6]1[CH:11]=[CH:10][C:9]([OH:12])=[CH:8][CH:7]=1)=[O:3])[CH2:58][CH:57]([CH3:61])[CH3:56]. (2) Given the reactants [F:1][C:2]1[C:3]([NH:17][C:18]2[CH:29]=[CH:28][CH:27]=[CH:26][C:19]=2[C:20]([NH:22][CH:23]([CH3:25])[CH3:24])=[O:21])=[N:4][C:5]([NH:8][C:9]2[CH:14]=[CH:13][C:12]([CH2:15][OH:16])=[CH:11][CH:10]=2)=[N:6][CH:7]=1, predict the reaction product. The product is: [F:1][C:2]1[C:3]([NH:17][C:18]2[CH:29]=[CH:28][CH:27]=[CH:26][C:19]=2[C:20]([NH:22][CH:23]([CH3:25])[CH3:24])=[O:21])=[N:4][C:5]([NH:8][C:9]2[CH:10]=[CH:11][C:12]([CH:15]=[O:16])=[CH:13][CH:14]=2)=[N:6][CH:7]=1. (3) Given the reactants [F:1][C:2]([F:24])([F:23])[C:3]([NH:5][C:6]1[S:7][C:8]2[CH2:14][CH:13]([NH:15][C:16](=[O:22])[O:17][C:18]([CH3:21])([CH3:20])[CH3:19])[CH2:12][CH2:11][C:9]=2[N:10]=1)=[O:4].Cl[CH2:26][C:27]1[C:36]2[C:31](=[CH:32][CH:33]=[CH:34][CH:35]=2)[CH:30]=[CH:29][CH:28]=1, predict the reaction product. The product is: [C:27]1([CH2:26][N:10]2[C:9]3[CH2:11][CH2:12][CH:13]([NH:15][C:16](=[O:22])[O:17][C:18]([CH3:20])([CH3:21])[CH3:19])[CH2:14][C:8]=3[S:7]/[C:6]/2=[N:5]\[C:3](=[O:4])[C:2]([F:1])([F:23])[F:24])[C:36]2[C:31](=[CH:32][CH:33]=[CH:34][CH:35]=2)[CH:30]=[CH:29][CH:28]=1. (4) Given the reactants [N:1]12[CH2:10][CH:5]3[CH2:6][CH:7]([CH2:9][CH:3]([C@@H:4]3[NH2:11])[CH2:2]1)[CH2:8]2.[OH:12][C:13]1[CH:14]=[C:15]([CH:19]=[CH:20][CH:21]=1)[C:16](O)=[O:17].N, predict the reaction product. The product is: [N:1]12[CH2:10][CH:5]3[CH2:6][CH:7]([CH2:9][CH:3]([C@@H:4]3[NH:11][C:16](=[O:17])[C:15]3[CH:19]=[CH:20][CH:21]=[C:13]([OH:12])[CH:14]=3)[CH2:2]1)[CH2:8]2. (5) Given the reactants [NH2:1][C:2]1[CH:7]=[CH:6][NH:5][C:4](=[O:8])[CH:3]=1.[NH:9]1[CH:13]=[CH:12][C:11]([CH:14]=O)=[N:10]1.[C:16]([CH2:18][C:19](=[S:21])N)#[N:17].C(O)(=O)C, predict the reaction product. The product is: [O:8]=[C:4]1[NH:5][CH:6]=[CH:7][C:2]2[N:1]=[C:19]([SH:21])[C:18]([C:16]#[N:17])=[C:14]([C:11]3[CH:12]=[CH:13][NH:9][N:10]=3)[C:3]1=2. (6) Given the reactants [CH2:1]([O:13][C:14]1[CH:15]=[C:16]([C:33]2([CH:39]([C:41]3[CH:46]=[CH:45][C:44]([Br:47])=[CH:43][CH:42]=3)[OH:40])SCCCS2)[CH:17]=[CH:18][C:19]=1[O:20][CH2:21][CH2:22][CH2:23][CH2:24][CH2:25][CH2:26][CH2:27][CH2:28][CH2:29][CH2:30][CH2:31][CH3:32])[CH2:2][CH2:3][CH2:4][CH2:5][CH2:6][CH2:7][CH2:8][CH2:9][CH2:10][CH2:11][CH3:12].BrN1C(=[O:54])CCC1=O.ClCCl, predict the reaction product. The product is: [CH2:1]([O:13][C:14]1[CH:15]=[C:16]([C:33](=[O:54])[C:39]([C:41]2[CH:46]=[CH:45][C:44]([Br:47])=[CH:43][CH:42]=2)=[O:40])[CH:17]=[CH:18][C:19]=1[O:20][CH2:21][CH2:22][CH2:23][CH2:24][CH2:25][CH2:26][CH2:27][CH2:28][CH2:29][CH2:30][CH2:31][CH3:32])[CH2:2][CH2:3][CH2:4][CH2:5][CH2:6][CH2:7][CH2:8][CH2:9][CH2:10][CH2:11][CH3:12].